This data is from Reaction yield outcomes from USPTO patents with 853,638 reactions. The task is: Predict the reaction yield, written as a fraction of the theoretical maximum amount of product (1.0 means a 100% yield; for example, 0.34 means a 34% yield). (1) The reactants are [CH3:1][C:2]1([CH3:12])[C@@H:4]([C:5]2[CH:10]=[CH:9][CH:8]=[CH:7][CH:6]=2)[C@@H:3]1[NH2:11].C(N(CC)CC)C.[Cl:20][C:21]1[CH:22]=[CH:23][C:24]([O:30][CH3:31])=[C:25]([CH:29]=1)[C:26](O)=[O:27].F[B-](F)(F)F.N1(OC(N(C)C)=[N+](C)C)C2C=CC=CC=2N=N1. The catalyst is C(Cl)Cl.O. The product is [Cl:20][C:21]1[CH:22]=[CH:23][C:24]([O:30][CH3:31])=[C:25]([CH:29]=1)[C:26]([NH:11][C@H:3]1[C@H:4]([C:5]2[CH:10]=[CH:9][CH:8]=[CH:7][CH:6]=2)[C:2]1([CH3:12])[CH3:1])=[O:27]. The yield is 0.860. (2) The reactants are [CH3:1][N:2]([C:9]1[S:13][C:12]([C:14]2[CH:15]=[N:16][CH:17]=[CH:18][CH:19]=2)=[N:11][C:10]=1[CH3:20])[C:3](=[O:8])[CH2:4][CH2:5][S:6][CH3:7].B1([O-])OO1.[OH2:25].[OH2:26].O.O.[Na+].C([O-])(O)=O.[Na+].ClCCl. The catalyst is C(O)(=O)C. The product is [CH3:7][S:6]([CH2:5][CH2:4][C:3]([N:2]([CH3:1])[C:9]1[S:13][C:12]([C:14]2[CH:15]=[N:16][CH:17]=[CH:18][CH:19]=2)=[N:11][C:10]=1[CH3:20])=[O:8])(=[O:26])=[O:25]. The yield is 0.650. (3) The reactants are C(O)C.[CH:4]1([N:10]2[C:14]([C:15]([NH2:17])=[O:16])=[C:13]([NH:18][C:19](=O)[C:20]3[CH:25]=[CH:24][CH:23]=[CH:22][C:21]=3[O:26][CH3:27])[C:12]([CH3:29])=[N:11]2)[CH2:9][CH2:8][CH2:7][CH2:6][CH2:5]1.[OH-].[Na+]. The catalyst is O. The product is [CH:4]1([N:10]2[C:14]3[C:15](=[O:16])[NH:17][C:19]([C:20]4[CH:25]=[CH:24][CH:23]=[CH:22][C:21]=4[O:26][CH3:27])=[N:18][C:13]=3[C:12]([CH3:29])=[N:11]2)[CH2:9][CH2:8][CH2:7][CH2:6][CH2:5]1. The yield is 0.720. (4) The reactants are [NH2:1][C:2]1[C:3]([C:9]([O:11]C)=O)=[N:4][C:5]([Br:8])=[CH:6][CH:7]=1.[NH3:13]. No catalyst specified. The product is [NH2:1][C:2]1[C:3]([C:9]([NH2:13])=[O:11])=[N:4][C:5]([Br:8])=[CH:6][CH:7]=1. The yield is 0.710. (5) The reactants are [CH2:1]([C:3]1[CH:8]=[CH:7][C:6]([F:9])=[C:5]([O:10][CH3:11])[CH:4]=1)[CH3:2].C1C(=O)N([Br:19])C(=O)C1. The catalyst is CC#N. The product is [Br:19][C:8]1[CH:7]=[C:6]([F:9])[C:5]([O:10][CH3:11])=[CH:4][C:3]=1[CH2:1][CH3:2]. The yield is 0.970. (6) The reactants are [OH:1][S:2]([OH:5])(=O)=[O:3].[C:6]1([N:12]2[CH2:16][CH2:15][CH2:14][CH2:13]2)[CH:11]=[CH:10][CH:9]=[CH:8][CH:7]=1. The catalyst is C(OCC)C. The product is [N:12]1([C:6]2[CH:11]=[CH:10][C:9]([S:2]([OH:5])(=[O:3])=[O:1])=[CH:8][CH:7]=2)[CH2:16][CH2:15][CH2:14][CH2:13]1. The yield is 0.430. (7) The reactants are [NH2:1][C:2]1[CH:7]=[CH:6][C:5]([O:8][CH3:9])=[CH:4][N:3]=1.[NH2:10][C:11]1[CH:16]=[CH:15][C:14](I)=[CH:13][N:12]=1.C[O-].[Na+]. The catalyst is CO.[Cu]. The product is [CH3:9][O:8][C:5]1[CH:6]=[CH:7][C:2]([NH:1][C:13]2[C:14]3[C:15](=[CH:4][CH:5]=[CH:6][CH:7]=3)[N:10]=[C:11]([CH3:16])[N:12]=2)=[N:3][CH:4]=1. The yield is 0.310. (8) The reactants are [NH2:1][C:2]1[CH:3]=[N:4][N:5]([CH3:21])[C:6]=1[N:7]1[CH2:12][CH:11]2[CH:9]([CH:10]2[NH:13]C(=O)OC(C)(C)C)[CH2:8]1.[NH2:22][C:23]1[C:24]([C:30]([OH:32])=O)=[N:25][C:26](Br)=[CH:27][CH:28]=1.[F:33][C:34]1[CH:39]=[CH:38][CH:37]=[CH:36][C:35]=1B(O)O. No catalyst specified. The product is [NH2:22][C:23]1[C:24]([C:30]([NH:1][C:2]2[CH:3]=[N:4][N:5]([CH3:21])[C:6]=2[N:7]2[CH2:8][CH:9]3[CH:11]([CH:10]3[NH2:13])[CH2:12]2)=[O:32])=[N:25][C:26]([C:35]2[CH:36]=[CH:37][CH:38]=[CH:39][C:34]=2[F:33])=[CH:27][CH:28]=1. The yield is 0.350. (9) The reactants are [ClH:1].CO[N:4]=[CH:5][C:6]1[C:10]([C:11]2[CH:16]=[CH:15][N:14]=[CH:13][CH:12]=2)=[C:9]([C:17]2[CH:22]=[CH:21][C:20]([F:23])=[CH:19][CH:18]=2)[NH:8][CH:7]=1.C(OCC)C. The catalyst is [Pd].CO. The product is [ClH:1].[ClH:1].[NH2:4][CH2:5][C:6]1[C:10]([C:11]2[CH:12]=[CH:13][N:14]=[CH:15][CH:16]=2)=[C:9]([C:17]2[CH:18]=[CH:19][C:20]([F:23])=[CH:21][CH:22]=2)[NH:8][CH:7]=1. The yield is 0.680.